From a dataset of Forward reaction prediction with 1.9M reactions from USPTO patents (1976-2016). Predict the product of the given reaction. (1) Given the reactants [NH2:1][C:2]1[N:7]=[CH:6][C:5]([C:8]2[C:9]([F:21])=[C:10]([OH:20])[C:11]([CH:14]3[CH2:19][CH2:18][CH2:17][CH2:16][CH2:15]3)=[CH:12][CH:13]=2)=[CH:4][N:3]=1.Cl[C:23]1[N:28]=[CH:27][CH:26]=[CH:25][N:24]=1.C([O-])([O-])=O.[K+].[K+].C1OCCOCCOCCOCCOCCOC1, predict the reaction product. The product is: [CH:14]1([C:11]2[CH:12]=[CH:13][C:8]([C:5]3[CH:4]=[N:3][C:2]([NH2:1])=[N:7][CH:6]=3)=[C:9]([F:21])[C:10]=2[O:20][C:23]2[N:28]=[CH:27][CH:26]=[CH:25][N:24]=2)[CH2:19][CH2:18][CH2:17][CH2:16][CH2:15]1. (2) The product is: [NH3:6].[Cl:1][C:2]1[CH:24]=[C:23]([Cl:25])[C:22]([C:26]2[CH:31]=[CH:30][C:29]([F:32])=[CH:28][N:27]=2)=[CH:21][C:3]=1[C:4]([NH:6][C:7]1[N:11]([C:12]2[CH:17]=[CH:16][CH:15]=[CH:14][CH:13]=2)[N:10]=[C:9]([C:18]([NH:36][CH2:35][CH2:33][OH:34])=[O:20])[CH:8]=1)=[O:5]. Given the reactants [Cl:1][C:2]1[CH:24]=[C:23]([Cl:25])[C:22]([C:26]2[CH:31]=[CH:30][C:29]([F:32])=[CH:28][N:27]=2)=[CH:21][C:3]=1[C:4]([NH:6][C:7]1[N:11]([C:12]2[CH:17]=[CH:16][CH:15]=[CH:14][CH:13]=2)[N:10]=[C:9]([C:18]([OH:20])=O)[CH:8]=1)=[O:5].[CH2:33]([CH2:35][NH2:36])[OH:34].CN(C(ON1N=NC2C=CC=NC1=2)=[N+](C)C)C.F[P-](F)(F)(F)(F)F.C(N(CC)CC)C, predict the reaction product. (3) Given the reactants Br[C:2]1[CH:3]=[C:4]2[C:9](=[CH:10][CH:11]=1)[N:8]([CH:12]1[CH2:17][CH2:16][N:15]([C:18]([O:20][C:21]([CH3:24])([CH3:23])[CH3:22])=[O:19])[CH2:14][CH2:13]1)[C:7](=[O:25])[NH:6][CH2:5]2.[CH:26]1([NH:29][C:30](=[O:47])[C:31]2[CH:36]=[CH:35][C:34]([CH3:37])=[C:33](B3OC(C)(C)C(C)(C)O3)[CH:32]=2)[CH2:28][CH2:27]1.CCO.COCCOC.C(=O)([O-])[O-].[Na+].[Na+].[Cl-], predict the reaction product. The product is: [CH:26]1([NH:29][C:30]([C:31]2[CH:36]=[CH:35][C:34]([CH3:37])=[C:33]([C:2]3[CH:3]=[C:4]4[C:9](=[CH:10][CH:11]=3)[N:8]([CH:12]3[CH2:13][CH2:14][N:15]([C:18]([O:20][C:21]([CH3:23])([CH3:24])[CH3:22])=[O:19])[CH2:16][CH2:17]3)[C:7](=[O:25])[NH:6][CH2:5]4)[CH:32]=2)=[O:47])[CH2:27][CH2:28]1. (4) Given the reactants [CH2:1]([C:7]1[CH:12]=[CH:11][C:10]([C:13]2[C:14]([C:33]#[N:34])=[N:15][N:16]([C:22]([CH3:32])([CH3:31])[CH2:23][C:24]3[CH:29]=[CH:28][C:27]([CH3:30])=[CH:26][CH:25]=3)[C:17]=2[O:18]COC)=[CH:9][CH:8]=1)[CH2:2][CH2:3][CH2:4][CH2:5][CH3:6].Cl.O1CCOCC1, predict the reaction product. The product is: [CH2:1]([C:7]1[CH:8]=[CH:9][C:10]([C:13]2[C:14]([C:33]#[N:34])=[N:15][N:16]([C:22]([CH3:32])([CH3:31])[CH2:23][C:24]3[CH:25]=[CH:26][C:27]([CH3:30])=[CH:28][CH:29]=3)[C:17]=2[OH:18])=[CH:11][CH:12]=1)[CH2:2][CH2:3][CH2:4][CH2:5][CH3:6]. (5) The product is: [Cl:1][C:2]1[CH:27]=[C:26]([Cl:28])[CH:25]=[CH:24][C:3]=1[CH2:4][O:5][C:6]1[CH:11]=[C:10]([O:12][CH2:13][CH2:14][O:15][CH3:16])[CH:9]=[CH:8][C:7]=1/[CH:17]=[CH:18]/[C:19]([OH:21])=[O:20]. Given the reactants [Cl:1][C:2]1[CH:27]=[C:26]([Cl:28])[CH:25]=[CH:24][C:3]=1[CH2:4][O:5][C:6]1[CH:11]=[C:10]([O:12][CH2:13][CH2:14][O:15][CH3:16])[CH:9]=[CH:8][C:7]=1/[CH:17]=[CH:18]/[C:19]([O:21]CC)=[O:20].[OH-].[Na+], predict the reaction product. (6) Given the reactants [CH:1]([O:4][C:5]1[CH:13]=[CH:12][C:11]([S:14]([CH3:17])(=[O:16])=[O:15])=[CH:10][C:6]=1[C:7]([OH:9])=O)([CH3:3])[CH3:2].Cl.[N:19]1[CH:24]=[CH:23][CH:22]=[CH:21][C:20]=1[S:25]([C:28]1[S:32][C:31]([N:33]2[CH2:38][CH2:37][NH:36][CH2:35][CH2:34]2)=[N:30][CH:29]=1)(=[O:27])=[O:26], predict the reaction product. The product is: [CH:1]([O:4][C:5]1[CH:13]=[CH:12][C:11]([S:14]([CH3:17])(=[O:16])=[O:15])=[CH:10][C:6]=1[C:7]([N:36]1[CH2:35][CH2:34][N:33]([C:31]2[S:32][C:28]([S:25]([C:20]3[CH:21]=[CH:22][CH:23]=[CH:24][N:19]=3)(=[O:27])=[O:26])=[CH:29][N:30]=2)[CH2:38][CH2:37]1)=[O:9])([CH3:2])[CH3:3]. (7) Given the reactants [N+:1]([C:4]1[C:5](=O)[C:6]2[C:14](=[CH:15][CH:16]=1)[C:13]1[C:8](=[CH:9][C:10]([N+:17]([O-:19])=[O:18])=[CH:11][CH:12]=1)[CH:7]=2)([O-:3])=[O:2].[NH2:21][C:22]1[CH:27]=[CH:26][CH:25]=[CH:24][CH:23]=1, predict the reaction product. The product is: [N+:1]([C:4]1[CH:16]=[CH:15][C:14]2[C:13]3[C:8](=[CH:9][C:10]([N+:17]([O-:19])=[O:18])=[CH:11][CH:12]=3)[C:7]([C:16]3[CH:15]=[CH:14][CH:6]=[CH:5][C:4]=3[NH2:1])([C:23]3[CH:24]=[CH:25][CH:26]=[CH:27][C:22]=3[NH2:21])[C:6]=2[CH:5]=1)([O-:3])=[O:2]. (8) Given the reactants Cl[C:2]1[N:11]=[C:10]([NH:12][C:13]2[NH:14][N:15]=[C:16]([CH:18]3[CH2:20][CH2:19]3)[CH:17]=2)[C:9]2[C:4](=[CH:5][CH:6]=[CH:7][CH:8]=2)[N:3]=1.[CH2:21]([Mg]Cl)[C:22]1[CH:27]=[CH:26][CH:25]=[CH:24][CH:23]=1, predict the reaction product. The product is: [CH2:21]([C:2]1[N:11]=[C:10]([NH:12][C:13]2[NH:14][N:15]=[C:16]([CH:18]3[CH2:20][CH2:19]3)[CH:17]=2)[C:9]2[C:4](=[CH:5][CH:6]=[CH:7][CH:8]=2)[N:3]=1)[C:22]1[CH:27]=[CH:26][CH:25]=[CH:24][CH:23]=1. (9) Given the reactants C(O[BH-](OC(=O)C)OC(=O)C)(=O)C.[Na+].[CH2:15]([O:22][C:23](=[O:31])[NH:24][C@H:25]1[CH2:28][C@@H:27]([CH:29]=O)[CH2:26]1)[C:16]1[CH:21]=[CH:20][CH:19]=[CH:18][CH:17]=1.[OH:32][CH:33]1[CH2:38][CH2:37][NH:36][CH2:35][CH2:34]1, predict the reaction product. The product is: [CH2:15]([O:22][C:23](=[O:31])[NH:24][C@H:25]1[CH2:28][C@@H:27]([CH2:29][N:36]2[CH2:37][CH2:38][CH:33]([OH:32])[CH2:34][CH2:35]2)[CH2:26]1)[C:16]1[CH:21]=[CH:20][CH:19]=[CH:18][CH:17]=1.